This data is from Forward reaction prediction with 1.9M reactions from USPTO patents (1976-2016). The task is: Predict the product of the given reaction. Given the reactants [OH:1][C:2]1[CH:7]=[CH:6][C:5]([CH2:8][CH2:9][CH:10]([CH2:15][CH2:16][CH2:17][C:18]2[CH:23]=[CH:22][CH:21]=[CH:20][CH:19]=2)[C:11]([O:13][CH3:14])=[O:12])=[CH:4][CH:3]=1.N1C=CC=CC=1.[F:30][C:31]([F:42])([F:41])[C:32]1[CH:37]=[CH:36][C:35](B(O)O)=[CH:34][CH:33]=1.O, predict the reaction product. The product is: [F:30][C:31]([F:42])([F:41])[C:32]1[CH:37]=[CH:36][C:35]([O:1][C:2]2[CH:3]=[CH:4][C:5]([CH2:8][CH2:9][CH:10]([CH2:15][CH2:16][CH2:17][C:18]3[CH:19]=[CH:20][CH:21]=[CH:22][CH:23]=3)[C:11]([O:13][CH3:14])=[O:12])=[CH:6][CH:7]=2)=[CH:34][CH:33]=1.